This data is from Full USPTO retrosynthesis dataset with 1.9M reactions from patents (1976-2016). The task is: Predict the reactants needed to synthesize the given product. (1) Given the product [CH3:32][CH:33]([CH3:38])[CH:34]([OH:37])[C:35]#[C:36][C:2]1[CH:3]=[C:4]([C:22]([OH:31])([C:27]([F:29])([F:30])[F:28])[C:23]([F:26])([F:25])[F:24])[CH:5]=[CH:6][C:7]=1[N:8]1[CH2:13][CH2:12][N:11]([S:14]([C:17]2[S:18][CH:19]=[CH:20][CH:21]=2)(=[O:16])=[O:15])[CH2:10][CH2:9]1, predict the reactants needed to synthesize it. The reactants are: Br[C:2]1[CH:3]=[C:4]([C:22]([OH:31])([C:27]([F:30])([F:29])[F:28])[C:23]([F:26])([F:25])[F:24])[CH:5]=[CH:6][C:7]=1[N:8]1[CH2:13][CH2:12][N:11]([S:14]([C:17]2[S:18][CH:19]=[CH:20][CH:21]=2)(=[O:16])=[O:15])[CH2:10][CH2:9]1.[CH3:32][CH:33]([CH3:38])[CH:34]([OH:37])[C:35]#[CH:36]. (2) Given the product [Cl:1][C:2]1[C:10]([C:11]2[CH:12]=[N:13][C:14]([C:19]([F:22])([F:21])[F:20])=[CH:15][CH:16]=2)=[CH:9][C:5]([C:6]([Cl:28])=[O:7])=[C:4]([O:23][CH3:24])[CH:3]=1, predict the reactants needed to synthesize it. The reactants are: [Cl:1][C:2]1[C:10]([C:11]2[CH:12]=[N:13][C:14]([C:19]([F:22])([F:21])[F:20])=[CH:15][C:16]=2C#N)=[CH:9][C:5]([C:6](O)=[O:7])=[C:4]([O:23][CH3:24])[CH:3]=1.C(Cl)(=O)C([Cl:28])=O. (3) The reactants are: [Cl:1][C:2]1[CH:7]=[C:6]([N:8]2[CH2:13][CH2:12][O:11][CH2:10][CH2:9]2)[N:5]=[C:4]([CH3:14])[C:3]=1[C:15]([OH:17])=O.F[P-](F)(F)(F)(F)F.N1(OC(N(C)C)=[N+](C)C)C2N=CC=CC=2N=N1.C(N(CC)CC)C.[CH3:49][C:50]([CH3:56])([CH3:55])[CH2:51][CH2:52][CH2:53][NH2:54]. Given the product [Cl:1][C:2]1[CH:7]=[C:6]([N:8]2[CH2:9][CH2:10][O:11][CH2:12][CH2:13]2)[N:5]=[C:4]([CH3:14])[C:3]=1[C:15]([NH:54][CH2:53][CH2:52][CH2:51][C:50]([CH3:56])([CH3:55])[CH3:49])=[O:17], predict the reactants needed to synthesize it. (4) Given the product [O:14]1[C:18]2[CH:19]=[CH:20][C:21]([C:23]3[NH:13][C:12]4[N:11]([N:10]=[CH:9][C:8]=4[CH2:1][C:2]4[CH:3]=[CH:4][CH:5]=[CH:6][CH:7]=4)[C:25](=[O:26])[CH:24]=3)=[CH:22][C:17]=2[O:16][CH2:15]1, predict the reactants needed to synthesize it. The reactants are: [CH2:1]([C:8]1[CH:9]=[N:10][NH:11][C:12]=1[NH2:13])[C:2]1[CH:7]=[CH:6][CH:5]=[CH:4][CH:3]=1.[O:14]1[C:18]2[CH:19]=[CH:20][C:21]([C:23](=O)[CH2:24][C:25](OCC)=[O:26])=[CH:22][C:17]=2[O:16][CH2:15]1. (5) Given the product [CH3:18][C:19]1([CH3:33])[CH2:27][C:26]2[N:25]([C:2]3[CH:9]=[C:8]([NH:10][C@H:11]4[CH2:15][CH2:14][CH2:13][C@@H:12]4[OH:16])[C:5]([C:6]#[N:7])=[C:4]([F:17])[CH:3]=3)[N:24]=[C:23]([C:28]([F:31])([F:30])[F:29])[C:22]=2[C:21](=[O:32])[CH2:20]1, predict the reactants needed to synthesize it. The reactants are: Br[C:2]1[CH:9]=[C:8]([NH:10][C@H:11]2[CH2:15][CH2:14][CH2:13][C@@H:12]2[OH:16])[C:5]([C:6]#[N:7])=[C:4]([F:17])[CH:3]=1.[CH3:18][C:19]1([CH3:33])[CH2:27][C:26]2[NH:25][N:24]=[C:23]([C:28]([F:31])([F:30])[F:29])[C:22]=2[C:21](=[O:32])[CH2:20]1. (6) Given the product [CH3:9][O:10][C:11](=[O:36])[C:12]1[CH:17]=[CH:16][CH:15]=[C:14]([CH2:18][N:19]2[C:30]3[C:35](=[CH:34][CH:33]=[CH:32][CH:31]=3)/[C:21](=[C:22](\[C:4]3[CH:5]=[CH:6][CH:7]=[C:2]([Cl:1])[CH:3]=3)/[C:23]3[CH:24]=[CH:25][CH:26]=[CH:27][CH:28]=3)/[C:20]2=[O:29])[CH:13]=1, predict the reactants needed to synthesize it. The reactants are: [Cl:1][C:2]1[CH:7]=[CH:6][CH:5]=[C:4](I)[CH:3]=1.[CH3:9][O:10][C:11](=[O:36])[C:12]1[CH:17]=[CH:16][CH:15]=[C:14]([CH2:18][N:19]([C:30]2[CH:35]=[CH:34][CH:33]=[CH:32][CH:31]=2)[C:20](=[O:29])[C:21]#[C:22][C:23]2[CH:28]=[CH:27][CH:26]=[CH:25][CH:24]=2)[CH:13]=1.